Dataset: Full USPTO retrosynthesis dataset with 1.9M reactions from patents (1976-2016). Task: Predict the reactants needed to synthesize the given product. (1) Given the product [C:5]([Cl:3])(=[O:15])[C:6]1[C:7]([O:12][CH3:13])=[CH:8][CH:9]=[CH:10][CH:11]=1, predict the reactants needed to synthesize it. The reactants are: S(Cl)([Cl:3])=O.[C:5]([OH:15])(=O)[C:6]1[C:7]([O:12][CH3:13])=[CH:8][CH:9]=[CH:10][CH:11]=1. (2) Given the product [Cl:1][C:2]1[CH:10]=[CH:9][CH:8]=[C:7]2[C:3]=1[C:4]([C:15]([NH:60][CH2:59][CH:55]1[CH2:56][CH2:57][CH2:58][C:53]3([CH2:51][CH2:52]3)[CH2:54]1)=[O:17])=[CH:5][N:6]2[CH:11]1[CH2:12][O:13][CH2:14]1, predict the reactants needed to synthesize it. The reactants are: [Cl:1][C:2]1[CH:10]=[CH:9][CH:8]=[C:7]2[C:3]=1[C:4]([C:15]([OH:17])=O)=[CH:5][N:6]2[CH:11]1[CH2:14][O:13][CH2:12]1.CN(C(ON1N=NC2C=CC=NC1=2)=[N+](C)C)C.F[P-](F)(F)(F)(F)F.CCN(C(C)C)C(C)C.[CH2:51]1[C:53]2([CH2:58][CH2:57][CH2:56][CH:55]([CH2:59][NH2:60])[CH2:54]2)[CH2:52]1. (3) Given the product [CH2:1]([NH:8][C:9]1[C:18]2[CH:17]=[N:16][CH:15]=[N:14][C:13]=2[N:12]([OH:19])[C:11](=[O:27])[C:10]=1[CH3:28])[C:2]1[CH:7]=[CH:6][CH:5]=[CH:4][CH:3]=1, predict the reactants needed to synthesize it. The reactants are: [CH2:1]([NH:8][C:9]1[C:18]2[CH:17]=[N:16][CH:15]=[N:14][C:13]=2[N:12]([O:19]CC2C=CC=CC=2)[C:11](=[O:27])[C:10]=1[CH3:28])[C:2]1[CH:7]=[CH:6][CH:5]=[CH:4][CH:3]=1.[H][H]. (4) Given the product [F:19][C:5]1[C:6]([N:8]([CH3:18])[C:9]2[CH:10]=[C:11]([NH:15][C:30](=[O:29])[CH:31]=[CH2:32])[CH:12]=[CH:13][CH:14]=2)=[N:7][C:2]([NH:34][C:33]2[CH:32]=[CH:31][C:30]([O:29][CH2:28][CH2:27][O:26][CH2:25][O:24][CH2:23][CH2:22][O:21][CH3:20])=[CH:36][CH:35]=2)=[N:3][CH:4]=1, predict the reactants needed to synthesize it. The reactants are: Cl[C:2]1[N:7]=[C:6]([N:8]([CH3:18])[C:9]2[CH:14]=[CH:13][CH:12]=[C:11]([N+:15]([O-])=O)[CH:10]=2)[C:5]([F:19])=[CH:4][N:3]=1.[CH3:20][O:21][CH2:22][CH2:23][O:24][CH2:25][O:26][CH2:27][CH2:28][O:29][C:30]1[CH:36]=[CH:35][C:33]([NH2:34])=[CH:32][CH:31]=1. (5) Given the product [Cl:1][C:2]1[C:3]([N:24]2[CH2:29][CH2:28][CH2:27][C@H:26]([NH2:30])[CH2:25]2)=[N:4][C:5]([N:8]2[C:16]3[CH:15]=[C:14]([C:17]4[CH:22]=[N:21][CH:20]=[C:19]([CH3:23])[N:18]=4)[N:13]=[CH:12][C:11]=3[CH:10]=[N:9]2)=[CH:6][N:7]=1, predict the reactants needed to synthesize it. The reactants are: [Cl:1][C:2]1[C:3]([N:24]2[CH2:29][CH2:28][CH2:27][C@H:26]([NH:30]C(=O)OC(C)(C)C)[CH2:25]2)=[N:4][C:5]([N:8]2[C:16]3[CH:15]=[C:14]([C:17]4[CH:22]=[N:21][CH:20]=[C:19]([CH3:23])[N:18]=4)[N:13]=[CH:12][C:11]=3[CH:10]=[N:9]2)=[CH:6][N:7]=1.FC(F)(F)C(O)=O. (6) Given the product [CH3:21][N:22]1[CH:26]=[CH:25][N:24]=[C:23]1[C:2]1[S:3][CH:4]=[CH:5][C:6]=1[NH:7][C:8](=[O:20])[CH2:9][C:10]1[C:19]2[C:14](=[CH:15][CH:16]=[CH:17][CH:18]=2)[CH:13]=[CH:12][CH:11]=1, predict the reactants needed to synthesize it. The reactants are: I[C:2]1[S:3][CH:4]=[CH:5][C:6]=1[NH:7][C:8](=[O:20])[CH2:9][C:10]1[C:19]2[C:14](=[CH:15][CH:16]=[CH:17][CH:18]=2)[CH:13]=[CH:12][CH:11]=1.[CH3:21][N:22]1[CH:26]=[CH:25][N:24]=[C:23]1[Sn](CCCC)(CCCC)CCCC. (7) Given the product [Cl:1][C:2]1[C:7]([C:8]2[CH:9]=[C:10]3[CH:16]=[N:15][NH:14][C:11]3=[N:12][CH:13]=2)=[CH:6][CH:5]=[CH:4][N:3]=1.[Cl:34][C:35]1[C:40]([C:18]2[CH:19]=[C:20]3[NH:26][N:25]=[CH:24][C:21]3=[N:22][CH:23]=2)=[CH:39][CH:38]=[CH:37][N:36]=1, predict the reactants needed to synthesize it. The reactants are: [Cl:1][C:2]1[C:7]([C:8]2[CH:9]=[C:10]3[CH:16]=[N:15][NH:14][C:11]3=[N:12][CH:13]=2)=[CH:6][CH:5]=[CH:4][N:3]=1.Br[C:18]1[CH:19]=[C:20]2[N:26](C(OC(C)(C)C)=O)[N:25]=[CH:24][C:21]2=[N:22][CH:23]=1.[Cl:34][C:35]1[C:40](B2OC(C)(C)C(C)(C)O2)=[CH:39][CH:38]=[CH:37][N:36]=1.C([O-])([O-])=O.[Na+].[Na+]. (8) Given the product [Cl:1][C:2]1[CH:26]=[CH:25][C:5]([CH2:6][C:7]2[C:16]([O:17][C:33]([N:27]3[CH2:32][CH2:31][O:30][CH2:29][CH2:28]3)=[O:34])=[C:15]([C:18]([OH:20])=[O:19])[C:14]3[C:9](=[C:10]4[CH2:24][CH2:23][CH2:22][CH2:21][C:11]4=[CH:12][CH:13]=3)[N:8]=2)=[CH:4][CH:3]=1, predict the reactants needed to synthesize it. The reactants are: [Cl:1][C:2]1[CH:26]=[CH:25][C:5]([CH2:6][C:7]2[C:16]([OH:17])=[C:15]([C:18]([OH:20])=[O:19])[C:14]3[C:9](=[C:10]4[CH2:24][CH2:23][CH2:22][CH2:21][C:11]4=[CH:12][CH:13]=3)[N:8]=2)=[CH:4][CH:3]=1.[N:27]1([C:33](Cl)=[O:34])[CH2:32][CH2:31][O:30][CH2:29][CH2:28]1.C(N(CC)CC)C.Cl.